Dataset: Peptide-MHC class II binding affinity with 134,281 pairs from IEDB. Task: Regression. Given a peptide amino acid sequence and an MHC pseudo amino acid sequence, predict their binding affinity value. This is MHC class II binding data. (1) The peptide sequence is GELCIVDKIDAAFKI. The MHC is DRB1_1501 with pseudo-sequence DRB1_1501. The binding affinity (normalized) is 0.527. (2) The peptide sequence is ETALKKAITAMSEAQKAAKP. The MHC is DRB1_1302 with pseudo-sequence DRB1_1302. The binding affinity (normalized) is 0.434. (3) The peptide sequence is LQSLGADIASEQAVL. The MHC is HLA-DPA10103-DPB10301 with pseudo-sequence HLA-DPA10103-DPB10301. The binding affinity (normalized) is 0.300. (4) The peptide sequence is YRKILRQRKIDRLID. The MHC is DRB1_0404 with pseudo-sequence DRB1_0404. The binding affinity (normalized) is 0.347. (5) The peptide sequence is AYHFKDPQYPVWELT. The MHC is DRB1_0701 with pseudo-sequence DRB1_0701. The binding affinity (normalized) is 0.242. (6) The peptide sequence is GWNDWENVPFCSHHF. The MHC is DRB5_0101 with pseudo-sequence DRB5_0101. The binding affinity (normalized) is 0.540.